From a dataset of Retrosynthesis with 50K atom-mapped reactions and 10 reaction types from USPTO. Predict the reactants needed to synthesize the given product. (1) Given the product COC(=O)N[C@H](C(=O)N1CCC[C@H]1C(=O)OCC(=O)c1ccc(-c2ccc(C(=O)COC(=O)[C@@H]3CC4(CN3C(=O)[C@@H](NC(=O)OC)C(C)C)CC(F)(F)C4)cc2)cc1)C(C)C, predict the reactants needed to synthesize it. The reactants are: COC(=O)N[C@H](C(=O)N1CC2(C[C@H]1C(=O)O)CC(F)(F)C2)C(C)C.COC(=O)N[C@H](C(=O)N1CCC[C@H]1C(=O)OCC(=O)c1ccc(-c2ccc(C(=O)CBr)cc2)cc1)C(C)C. (2) The reactants are: N#CCc1ccccc1Br.O=C(O)c1ccc(B(O)O)cc1. Given the product N#CCc1ccccc1-c1ccc(C(=O)O)cc1, predict the reactants needed to synthesize it.